From a dataset of Full USPTO retrosynthesis dataset with 1.9M reactions from patents (1976-2016). Predict the reactants needed to synthesize the given product. (1) Given the product [F:13][C:14]1[CH:15]=[CH:16][C:17]([CH2:18][O:19][CH2:20][C:21]([NH:1][CH2:2][CH2:3][CH2:4][OH:5])=[O:22])=[CH:24][CH:25]=1, predict the reactants needed to synthesize it. The reactants are: [NH2:1][CH2:2][CH2:3][CH2:4][OH:5].C(N(CC)CC)C.[F:13][C:14]1[CH:25]=[CH:24][C:17]([CH2:18][O:19][CH2:20][C:21](Cl)=[O:22])=[CH:16][CH:15]=1. (2) Given the product [C:27]([C@@H:18]([NH:17][C:2]1[C:11]([C:12]([OH:14])=[O:13])=[CH:10][C:9]2[C:4](=[C:5]([Cl:16])[CH:6]=[C:7]([Cl:15])[CH:8]=2)[N:3]=1)[CH2:19][C:20]1[CH:25]=[CH:24][C:23]([OH:26])=[CH:22][CH:21]=1)([OH:29])=[O:28], predict the reactants needed to synthesize it. The reactants are: Cl[C:2]1[C:11]([C:12]([OH:14])=[O:13])=[CH:10][C:9]2[C:4](=[C:5]([Cl:16])[CH:6]=[C:7]([Cl:15])[CH:8]=2)[N:3]=1.[NH2:17][C@H:18]([C:27]([OH:29])=[O:28])[CH2:19][C:20]1[CH:25]=[CH:24][C:23]([OH:26])=[CH:22][CH:21]=1. (3) Given the product [CH3:31][O:30][C:27]1[CH:26]=[CH:25][C:24]([CH2:23][N:21]2[CH:22]=[C:18]([C:7]3[N:8]=[C:9]([NH:11][C:12]4[N:16]=[C:15]([CH3:17])[S:14][N:13]=4)[S:10][C:6]=3[CH2:4][OH:3])[C:19]([CH:32]([OH:35])[CH2:33][CH3:34])=[N:20]2)=[CH:29][CH:28]=1, predict the reactants needed to synthesize it. The reactants are: C([O:3][C:4]([C:6]1[S:10][C:9]([NH:11][C:12]2[N:16]=[C:15]([CH3:17])[S:14][N:13]=2)=[N:8][C:7]=1[C:18]1[C:19]([CH:32]([OH:35])[CH2:33][CH3:34])=[N:20][N:21]([CH2:23][C:24]2[CH:29]=[CH:28][C:27]([O:30][CH3:31])=[CH:26][CH:25]=2)[CH:22]=1)=O)C.CC(C[AlH]CC(C)C)C.CO.C([O-])([O-])=O.[K+].[K+]. (4) Given the product [NH2:12][C:4]1[C:5]([CH3:11])=[C:6]([CH:10]=[C:2]([F:1])[CH:3]=1)[C:7]([OH:9])=[O:8], predict the reactants needed to synthesize it. The reactants are: [F:1][C:2]1[CH:3]=[C:4]([N+:12]([O-])=O)[C:5]([CH3:11])=[C:6]([CH:10]=1)[C:7]([OH:9])=[O:8].